This data is from Forward reaction prediction with 1.9M reactions from USPTO patents (1976-2016). The task is: Predict the product of the given reaction. (1) Given the reactants [Cl:1][C:2]1[CH:3]=[C:4]([CH:6]=[CH:7][C:8]=1[Cl:9])[NH2:5].Cl[C:11]1[N:16]=[C:15]([Cl:17])[C:14]([C:18]([F:21])([F:20])[F:19])=[CH:13][N:12]=1.C(=O)([O-])[O-].[K+].[K+], predict the reaction product. The product is: [Cl:1][C:2]1[CH:3]=[C:4]([NH:5][C:11]2[N:16]=[C:15]([Cl:17])[C:14]([C:18]([F:20])([F:21])[F:19])=[CH:13][N:12]=2)[CH:6]=[CH:7][C:8]=1[Cl:9]. (2) Given the reactants [NH:1]([C:39]([O:41][C:42]([CH3:45])([CH3:44])[CH3:43])=[O:40])[CH2:2][C:3]([NH:5][CH2:6][C:7]([NH:9][C@H:10]([C:18]([NH:20][CH2:21][C:22]([NH:24][CH2:25][CH2:26][CH2:27][CH2:28][C:29]([O:31]CC1C=CC=CC=1)=[O:30])=[O:23])=[O:19])[CH2:11][C:12]1[CH:17]=[CH:16][CH:15]=[CH:14][CH:13]=1)=[O:8])=[O:4].O, predict the reaction product. The product is: [NH:1]([C:39]([O:41][C:42]([CH3:45])([CH3:44])[CH3:43])=[O:40])[CH2:2][C:3]([NH:5][CH2:6][C:7]([NH:9][C@H:10]([C:18]([NH:20][CH2:21][C:22]([NH:24][CH2:25][CH2:26][CH2:27][CH2:28][C:29]([OH:31])=[O:30])=[O:23])=[O:19])[CH2:11][C:12]1[CH:17]=[CH:16][CH:15]=[CH:14][CH:13]=1)=[O:8])=[O:4]. (3) Given the reactants [CH3:1][C:2]1([CH3:32])[O:6][N:5]=[C:4]([C:7]2[CH:8]=[CH:9][C:10]([CH3:30])=[C:11]([C:13]3[N:14]=[CH:15][C:16]([NH:19][C:20](=[O:29])[C:21]4[C:26]([F:27])=[CH:25][CH:24]=[CH:23][C:22]=4[F:28])=[N:17][CH:18]=3)[CH:12]=2)[C:3]1=[O:31].[BH4-].[Na+], predict the reaction product. The product is: [CH3:1][C:2]1([CH3:32])[O:6][N:5]=[C:4]([C:7]2[CH:8]=[CH:9][C:10]([CH3:30])=[C:11]([C:13]3[N:14]=[CH:15][C:16]([NH:19][C:20](=[O:29])[C:21]4[C:26]([F:27])=[CH:25][CH:24]=[CH:23][C:22]=4[F:28])=[N:17][CH:18]=3)[CH:12]=2)[CH:3]1[OH:31]. (4) Given the reactants [CH3:1][O:2][C:3]([NH:5][C:6]1[C:7](=[O:21])[O:8][CH:9]([C:11]2[CH:16]=[CH:15][CH:14]=[C:13]([O:17][CH3:18])[C:12]=2[O:19][CH3:20])[CH:10]=1)=[O:4], predict the reaction product. The product is: [CH3:1][O:2][C:3]([NH:5][CH:6]([CH2:10][CH2:9][C:11]1[CH:16]=[CH:15][CH:14]=[C:13]([O:17][CH3:18])[C:12]=1[O:19][CH3:20])[C:7]([OH:21])=[O:8])=[O:4]. (5) Given the reactants [C:1]1([C:30]2[CH:35]=[CH:34][CH:33]=[CH:32][CH:31]=2)[CH:6]=[CH:5][C:4]([C:7]2[N:12]=[C:11]3[CH:13]=[C:14]([O:24][CH2:25][CH2:26][CH2:27][OH:28])[N:15]([CH2:16][O:17][CH2:18][CH2:19][Si:20]([CH3:23])([CH3:22])[CH3:21])[C:10]3=[CH:9][C:8]=2[Cl:29])=[CH:3][CH:2]=1.CC(OI1(OC(C)=O)(OC(C)=O)OC(=O)C2C=CC=CC1=2)=O, predict the reaction product. The product is: [C:1]1([C:30]2[CH:31]=[CH:32][CH:33]=[CH:34][CH:35]=2)[CH:6]=[CH:5][C:4]([C:7]2[N:12]=[C:11]3[CH:13]=[C:14]([O:24][CH2:25][CH2:26][CH:27]=[O:28])[N:15]([CH2:16][O:17][CH2:18][CH2:19][Si:20]([CH3:22])([CH3:23])[CH3:21])[C:10]3=[CH:9][C:8]=2[Cl:29])=[CH:3][CH:2]=1. (6) Given the reactants [C:1]([C:7]1[CH:8]=[CH:9][C:10]2[O:15][CH2:14][C:13](=[O:16])[NH:12][C:11]=2[CH:17]=1)(=[O:6])[CH2:2][CH2:3][CH2:4][CH3:5].[BrH:18].Br.[NH+]1C=CC=CC=1.O, predict the reaction product. The product is: [Br:18][CH:2]([CH2:3][CH2:4][CH3:5])[C:1]([C:7]1[CH:8]=[CH:9][C:10]2[O:15][CH2:14][C:13](=[O:16])[NH:12][C:11]=2[CH:17]=1)=[O:6].